This data is from Full USPTO retrosynthesis dataset with 1.9M reactions from patents (1976-2016). The task is: Predict the reactants needed to synthesize the given product. (1) Given the product [Cl:14][C:15]1[CH:20]=[CH:19][N:18]=[C:17]2[N:21]([S:40]([C:43]3[CH:48]=[CH:47][C:46]([CH3:49])=[CH:45][CH:44]=3)(=[O:42])=[O:41])[C:22]([C:24]3[C:28]4=[N:29][C:30]([O:35][CH3:36])=[C:31]([O:33][CH3:34])[CH:32]=[C:27]4[N:26]([CH2:37][CH2:38][N:5]4[CH2:6][CH2:7][N:2]([CH3:1])[CH2:3][CH2:4]4)[CH:25]=3)=[CH:23][C:16]=12, predict the reactants needed to synthesize it. The reactants are: [CH3:1][N:2]1[CH2:7][CH2:6][NH:5][CH2:4][CH2:3]1.C([O-])([O-])=O.[K+].[K+].[Cl:14][C:15]1[CH:20]=[CH:19][N:18]=[C:17]2[N:21]([S:40]([C:43]3[CH:48]=[CH:47][C:46]([CH3:49])=[CH:45][CH:44]=3)(=[O:42])=[O:41])[C:22]([C:24]3[C:28]4=[N:29][C:30]([O:35][CH3:36])=[C:31]([O:33][CH3:34])[CH:32]=[C:27]4[N:26]([CH2:37][CH2:38]I)[CH:25]=3)=[CH:23][C:16]=12. (2) Given the product [CH3:1][CH:2]1[CH2:7][CH2:6][N:5]([C:8]([O:10][C:11]([CH3:14])([CH3:12])[CH3:13])=[O:9])[CH2:4][CH:3]1[C:15]1[N:19]2[C:20]3[CH:26]=[CH:25][N:24]([S:27]([C:30]4[CH:31]=[CH:32][C:33]([CH3:34])=[CH:35][CH:36]=4)(=[O:28])=[O:29])[C:21]=3[N:22]=[CH:23][C:18]2=[CH:17][N:16]=1, predict the reactants needed to synthesize it. The reactants are: [CH3:1][CH:2]1[CH2:7][CH2:6][N:5]([C:8]([O:10][C:11]([CH3:14])([CH3:13])[CH3:12])=[O:9])[CH2:4][CH:3]1[C:15](=O)[NH:16][CH2:17][C:18]1[N:19]=[C:20]2[CH:26]=[CH:25][N:24]([S:27]([C:30]3[CH:36]=[CH:35][C:33]([CH3:34])=[CH:32][CH:31]=3)(=[O:29])=[O:28])[C:21]2=[N:22][CH:23]=1.COC1C=CC(P2(SP(C3C=CC(OC)=CC=3)(=S)S2)=S)=CC=1.CCOC(C)=O. (3) Given the product [CH:1]1([C:4]2[CH:5]=[N:6][C:7]([NH:14][C:21]3[CH:22]=[C:23]4[C:27](=[CH:28][CH:29]=3)[N:26]([CH2:31][C:32]3[CH:37]=[CH:36][CH:35]=[CH:34][C:33]=3[C:38]([F:39])([F:40])[F:41])[CH:25]=[CH:24]4)=[C:8]([CH:13]=2)[C:9]([OH:11])=[O:10])[CH2:2][CH2:3]1, predict the reactants needed to synthesize it. The reactants are: [CH:1]1([C:4]2[CH:5]=[N:6][C:7]([N:14]([C:21]3[CH:22]=[C:23]4[C:27](=[CH:28][CH:29]=3)[NH:26][CH:25]=[CH:24]4)C(=O)C(F)(F)F)=[C:8]([CH:13]=2)[C:9]([O:11]C)=[O:10])[CH2:3][CH2:2]1.Br[CH2:31][C:32]1[CH:37]=[CH:36][CH:35]=[CH:34][C:33]=1[C:38]([F:41])([F:40])[F:39].[H-].[Na+].[OH-].[Na+].Cl. (4) Given the product [CH3:23][C:3]1[C:2]([C:16](=[O:18])[CH3:17])=[CH:11][C:10]([S:12]([CH3:15])(=[O:14])=[O:13])=[CH:9][C:4]=1[C:5]([OH:7])=[O:6], predict the reactants needed to synthesize it. The reactants are: Br[C:2]1[CH:3]=[C:4]([CH:9]=[C:10]([S:12]([CH3:15])(=[O:14])=[O:13])[CH:11]=1)[C:5]([O:7]C)=[O:6].[CH:16]([O:18]CCCC)=[CH2:17].[CH:23]1C=CC(P(C2C=CC=CC=2)CCCP(C2C=CC=CC=2)C2C=CC=CC=2)=CC=1.C(=O)([O-])[O-].[K+].[K+].Cl. (5) Given the product [CH2:22]([N:5]([CH2:1][CH2:2][CH2:3][CH3:4])[C:6]1[CH:11]=[CH:10][C:9]([CH:12]=[CH:13][C:14]2[CH:21]=[CH:20][C:17]([CH:18]=[CH:33][C:32]3[C:31]([CH3:34])([CH3:35])[O:30][C:29](=[C:36]([C:37]#[N:38])[C:39]#[N:40])[C:28]=3[C:26]#[N:27])=[CH:16][CH:15]=2)=[CH:8][CH:7]=1)[CH2:23][CH2:24][CH3:25], predict the reactants needed to synthesize it. The reactants are: [CH2:1]([N:5]([CH2:22][CH2:23][CH2:24][CH3:25])[C:6]1[CH:11]=[CH:10][C:9]([CH:12]=[CH:13][C:14]2[CH:21]=[CH:20][C:17]([CH:18]=O)=[CH:16][CH:15]=2)=[CH:8][CH:7]=1)[CH2:2][CH2:3][CH3:4].[C:26]([C:28]1[C:29](=[C:36]([C:39]#[N:40])[C:37]#[N:38])[O:30][C:31]([CH3:35])([CH3:34])[C:32]=1[CH3:33])#[N:27].C([O-])(=O)C.[NH4+]. (6) The reactants are: [CH3:1][C:2]([N:10]1[CH:14]=[C:13]([NH:15][C:16](=[O:22])[CH:17]([NH2:21])[CH2:18][CH2:19][CH3:20])[N:12]=[CH:11]1)([CH3:9])[CH2:3][N:4]1[CH2:8][CH2:7][CH2:6][CH2:5]1.[F:23][C:24]1[CH:25]=[C:26]2[C:31](=[CH:32][CH:33]=1)[CH2:30][C:29](=O)[CH2:28][CH2:27]2. Given the product [CH3:1][C:2]([N:10]1[CH:14]=[C:13]([NH:15][C:16](=[O:22])[CH:17]([NH:21][CH:29]2[CH2:28][CH2:27][C:26]3[C:31](=[CH:32][CH:33]=[C:24]([F:23])[CH:25]=3)[CH2:30]2)[CH2:18][CH2:19][CH3:20])[N:12]=[CH:11]1)([CH3:9])[CH2:3][N:4]1[CH2:8][CH2:7][CH2:6][CH2:5]1, predict the reactants needed to synthesize it. (7) Given the product [C:1]1([C:7]2[O:8][C:9]([CH2:33][CH2:34][CH3:35])=[C:10]([CH2:12][O:13][C:14]3[CH:32]=[CH:31][C:17]([CH2:18][O:19][C:20]4[CH:21]=[C:22]([CH2:26][C:27]([OH:29])=[O:28])[CH:23]=[CH:24][CH:25]=4)=[CH:16][CH:15]=3)[N:11]=2)[CH:6]=[CH:5][CH:4]=[CH:3][CH:2]=1, predict the reactants needed to synthesize it. The reactants are: [C:1]1([C:7]2[O:8][C:9]([CH2:33][CH2:34][CH3:35])=[C:10]([CH2:12][O:13][C:14]3[CH:32]=[CH:31][C:17]([CH2:18][O:19][C:20]4[CH:21]=[C:22]([CH2:26][C:27]([O:29]C)=[O:28])[CH:23]=[CH:24][CH:25]=4)=[CH:16][CH:15]=3)[N:11]=2)[CH:6]=[CH:5][CH:4]=[CH:3][CH:2]=1.O1CCCC1.[OH-].[Na+].Cl.